Dataset: Reaction yield outcomes from USPTO patents with 853,638 reactions. Task: Predict the reaction yield, written as a fraction of the theoretical maximum amount of product (1.0 means a 100% yield; for example, 0.34 means a 34% yield). The reactants are [CH:1]1([CH2:6][C:7]([NH:9][C:10]2[CH:11]=[N:12][N:13]([CH2:17][CH2:18][CH:19]([F:29])[CH2:20][N:21]3[CH:25]=[C:24]([C:26]([OH:28])=O)[N:23]=[N:22]3)[C:14](=[O:16])[CH:15]=2)=[O:8])[CH2:5][CH2:4][CH2:3][CH2:2]1.[F:30][C:31]([F:42])([F:41])[O:32][C:33]1[CH:34]=[C:35]([CH2:39][NH2:40])[CH:36]=[CH:37][CH:38]=1.CN(C(ON1N=NC2C=CC=NC1=2)=[N+](C)C)C.F[P-](F)(F)(F)(F)F.CCN(C(C)C)C(C)C. The catalyst is CN(C=O)C. The product is [CH:1]1([CH2:6][C:7]([NH:9][C:10]2[CH:11]=[N:12][N:13]([CH2:17][CH2:18][CH:19]([F:29])[CH2:20][N:21]3[CH:25]=[C:24]([C:26]([NH:40][CH2:39][C:35]4[CH:36]=[CH:37][CH:38]=[C:33]([O:32][C:31]([F:30])([F:41])[F:42])[CH:34]=4)=[O:28])[N:23]=[N:22]3)[C:14](=[O:16])[CH:15]=2)=[O:8])[CH2:2][CH2:3][CH2:4][CH2:5]1. The yield is 0.170.